From a dataset of Catalyst prediction with 721,799 reactions and 888 catalyst types from USPTO. Predict which catalyst facilitates the given reaction. Reactant: [F:1][C:2]1[CH:3]=[C:4]([NH:9][C:10]2[CH:11]=[N:12][CH:13]=[CH:14][CH:15]=2)[C:5]([NH2:8])=[CH:6][CH:7]=1.[C:16]([O:20][C:21]([NH:23][C@@H:24]([CH3:28])[C:25](O)=[O:26])=[O:22])([CH3:19])([CH3:18])[CH3:17].C1C=NC2N(O)N=NC=2C=1.CN1CCOCC1.Cl.CN(C)CCCN=C=NCC. Product: [C:16]([O:20][C:21](=[O:22])[NH:23][C@H:24]([C:25](=[O:26])[NH:8][C:5]1[CH:6]=[CH:7][C:2]([F:1])=[CH:3][C:4]=1[NH:9][C:10]1[CH:11]=[N:12][CH:13]=[CH:14][CH:15]=1)[CH3:28])([CH3:17])([CH3:18])[CH3:19]. The catalyst class is: 2.